From a dataset of Forward reaction prediction with 1.9M reactions from USPTO patents (1976-2016). Predict the product of the given reaction. The product is: [CH3:1][O:2][CH2:3][CH2:4][CH:5]1[CH2:6][CH2:7][CH:8]([CH2:23][OH:25])[CH2:9][CH2:10]1. Given the reactants [CH3:1][O:2][CH2:3][CH2:4][C:5]1(C(OC)=O)[CH2:10][CH2:9][CH2:8][CH2:7][CH2:6]1.[H-].[H-].[H-].[H-].[Li+].[Al+3].[OH-].[Na+].[C:23](OCC)(=[O:25])C, predict the reaction product.